From a dataset of Forward reaction prediction with 1.9M reactions from USPTO patents (1976-2016). Predict the product of the given reaction. (1) Given the reactants [CH3:1][N:2]1[C:6]2[N:7]=[C:8]([C:17]3[CH:23]=[CH:22][C:20]([NH2:21])=[CH:19][CH:18]=3)[N:9]=[C:10]([N:11]3[CH2:16][CH2:15][O:14][CH2:13][CH2:12]3)[C:5]=2[N:4]=[N:3]1.[N:24]1[CH:29]=[CH:28][CH:27]=[C:26]([N:30]=[C:31]=[O:32])[CH:25]=1, predict the reaction product. The product is: [CH3:1][N:2]1[C:6]2[N:7]=[C:8]([C:17]3[CH:23]=[CH:22][C:20]([NH:21][C:31]([NH:30][C:26]4[CH:25]=[N:24][CH:29]=[CH:28][CH:27]=4)=[O:32])=[CH:19][CH:18]=3)[N:9]=[C:10]([N:11]3[CH2:16][CH2:15][O:14][CH2:13][CH2:12]3)[C:5]=2[N:4]=[N:3]1. (2) Given the reactants C(O[C:6]([N:8]([CH3:35])[CH2:9][C@H:10]([C:25]1[CH:34]=[CH:33][C:32]2[C:27](=[CH:28][CH:29]=[CH:30][CH:31]=2)[CH:26]=1)[C@@H:11]([C:19]1[CH:24]=[CH:23][CH:22]=[CH:21][CH:20]=1)[O:12][CH2:13][C:14](OCC)=[O:15])=O)(C)(C)C.[H-].[H-].[H-].[H-].[Li+].[Al+3], predict the reaction product. The product is: [CH3:35][N:8]([CH3:6])[CH2:9][C@H:10]([C:25]1[CH:34]=[CH:33][C:32]2[C:27](=[CH:28][CH:29]=[CH:30][CH:31]=2)[CH:26]=1)[C@@H:11]([C:19]1[CH:24]=[CH:23][CH:22]=[CH:21][CH:20]=1)[O:12][CH2:13][CH2:14][OH:15]. (3) Given the reactants [NH2:1][C:2]1[C:7]([N+:8]([O-])=O)=[C:6]([N:11]2[CH2:16][CH2:15][N:14]([CH2:17][C:18]([NH:20][C:21]3[S:22][CH:23]=[CH:24][N:25]=3)=[O:19])[CH2:13][CH2:12]2)[C:5]([Br:26])=[CH:4][N:3]=1.[O-]S(S([O-])=O)=O.[Na+].[Na+], predict the reaction product. The product is: [NH2:1][C:2]1[C:7]([NH2:8])=[C:6]([N:11]2[CH2:16][CH2:15][N:14]([CH2:17][C:18]([NH:20][C:21]3[S:22][CH:23]=[CH:24][N:25]=3)=[O:19])[CH2:13][CH2:12]2)[C:5]([Br:26])=[CH:4][N:3]=1. (4) Given the reactants [F:1][C:2]1[CH:7]=[CH:6][C:5]([C:8](=[O:34])[C:9]([N:11]([C:24]2[CH:25]=[C:26]3[C:30](=[CH:31][CH:32]=2)[NH:29][N:28]=[C:27]3[CH3:33])[CH2:12][CH2:13][C:14]2[CH:15]=[N:16][C:17]([C:20]([F:23])([F:22])[F:21])=[CH:18][CH:19]=2)=[O:10])=[CH:4][CH:3]=1.[H-].[Na+].[CH3:37]I, predict the reaction product. The product is: [CH3:37][N:29]1[C:30]2[C:26](=[CH:25][C:24]([N:11]([CH2:12][CH2:13][C:14]3[CH:15]=[N:16][C:17]([C:20]([F:21])([F:23])[F:22])=[CH:18][CH:19]=3)[C:9](=[O:10])[C:8]([C:5]3[CH:6]=[CH:7][C:2]([F:1])=[CH:3][CH:4]=3)=[O:34])=[CH:32][CH:31]=2)[C:27]([CH3:33])=[N:28]1.